This data is from Forward reaction prediction with 1.9M reactions from USPTO patents (1976-2016). The task is: Predict the product of the given reaction. (1) The product is: [Br:1][C:2]1[CH:3]=[CH:4][CH2:5][CH:6]2[C:11]=1[N:10]1[CH2:12][CH2:13][CH2:14][CH:9]1[CH2:8][N:7]2[CH2:16][C:17]([NH2:19])=[O:18]. Given the reactants [Br:1][C:2]1[CH:3]=[CH:4][CH2:5][CH:6]2[C:11]=1[N:10]1[CH2:12][CH2:13][CH2:14][CH:9]1[CH2:8][NH:7]2.Br[CH2:16][C:17]([NH2:19])=[O:18].CCN(C(C)C)C(C)C, predict the reaction product. (2) Given the reactants C([O:3][C:4](=O)[CH2:5][CH2:6][C:7]1[C:15]2[C:10](=[CH:11][CH:12]=[CH:13][CH:14]=2)[NH:9][C:8]=1[C:16]([O:18][CH2:19][CH3:20])=[O:17])C.B, predict the reaction product. The product is: [OH:3][CH2:4][CH2:5][CH2:6][C:7]1[C:15]2[C:10](=[CH:11][CH:12]=[CH:13][CH:14]=2)[NH:9][C:8]=1[C:16]([O:18][CH2:19][CH3:20])=[O:17]. (3) Given the reactants C[Li].[CH3:3]COCC.[CH3:8][C:9]1[CH:10]([C:16]([O:18][CH2:19][CH3:20])=[O:17])[CH2:11][CH2:12][C:13](=[O:15])[CH:14]=1.[Cl-].[NH4+], predict the reaction product. The product is: [CH3:8][C:9]1([CH3:3])[CH2:14][C:13](=[O:15])[CH2:12][CH2:11][CH:10]1[C:16]([O:18][CH2:19][CH3:20])=[O:17]. (4) Given the reactants C([O:8][CH2:9][C:10]1[N:15]=[CH:14][N:13]=[C:12]([O:16][C:17]2[C:18]([F:27])=[C:19]3[C:23](=[CH:24][CH:25]=2)[NH:22][C:21]([CH3:26])=[CH:20]3)[CH:11]=1)C1C=CC=CC=1, predict the reaction product. The product is: [F:27][C:18]1[C:17]([O:16][C:12]2[N:13]=[CH:14][N:15]=[C:10]([CH2:9][OH:8])[CH:11]=2)=[CH:25][CH:24]=[C:23]2[C:19]=1[CH:20]=[C:21]([CH3:26])[NH:22]2. (5) The product is: [C:17]([C:21]1[C:25]([C:26]#[N:27])=[C:24]([C:28]2[NH:32][C:31]3[C:33]([C:38]([F:40])([F:39])[F:41])=[CH:34][C:35]([B:9]4[O:10][CH2:11][C:12]([CH3:15])([CH3:16])[CH2:13][O:14]4)=[CH:36][C:30]=3[N:29]=2)[N:23]([CH3:42])[N:22]=1)([CH3:20])([CH3:18])[CH3:19]. Given the reactants [B:9]1([B:9]2[O:14][CH2:13][C:12]([CH3:16])([CH3:15])[CH2:11][O:10]2)[O:14][CH2:13][C:12]([CH3:16])([CH3:15])[CH2:11][O:10]1.[C:17]([C:21]1[C:25]([C:26]#[N:27])=[C:24]([C:28]2[NH:32][C:31]3[C:33]([C:38]([F:41])([F:40])[F:39])=[CH:34][C:35](Br)=[CH:36][C:30]=3[N:29]=2)[N:23]([CH3:42])[N:22]=1)([CH3:20])([CH3:19])[CH3:18].CC([O-])=O.[K+].CCOC(C)=O, predict the reaction product.